Dataset: Catalyst prediction with 721,799 reactions and 888 catalyst types from USPTO. Task: Predict which catalyst facilitates the given reaction. (1) The catalyst class is: 580. Reactant: Br[C:2]1[CH:12]=[CH:11][C:5]([C:6]([O:8][CH2:9][CH3:10])=[O:7])=[CH:4][CH:3]=1.[C:13]([C:15]1[CH:20]=[CH:19][CH:18]=[C:17]([F:21])[CH:16]=1)#[CH:14].C1C=CC(P(C2C=CC=CC=2)C2C=CC=CC=2)=CC=1.CCN(CC)CC. Product: [F:21][C:17]1[CH:16]=[C:15]([C:13]#[C:14][C:2]2[CH:12]=[CH:11][C:5]([C:6]([O:8][CH2:9][CH3:10])=[O:7])=[CH:4][CH:3]=2)[CH:20]=[CH:19][CH:18]=1. (2) Reactant: [N+:1]([C:4]1[CH:9]=[CH:8][CH:7]=[CH:6][C:5]=1[S:10]([NH:13][CH2:14][CH2:15][O:16][C:17]1[CH:22]=[C:21]([C:23](OCC)=[O:24])[N:20]=[C:19]([C:28](OCC)=[O:29])[CH:18]=1)(=[O:12])=[O:11])([O-:3])=[O:2].[BH4-].[Na+].[Cl-].[Cl-].[Ca+2].O. Product: [OH:24][CH2:23][C:21]1[CH:22]=[C:17]([O:16][CH2:15][CH2:14][NH:13][S:10]([C:5]2[CH:6]=[CH:7][CH:8]=[CH:9][C:4]=2[N+:1]([O-:3])=[O:2])(=[O:11])=[O:12])[CH:18]=[C:19]([CH2:28][OH:29])[N:20]=1. The catalyst class is: 8. (3) Reactant: S(=O)(=O)(O)O.[N+:6]([C:9]1[CH:17]=[C:16]2[C:12]([CH:13]=[C:14]([C:18]([OH:20])=[O:19])[NH:15]2)=[CH:11][CH:10]=1)([O-:8])=[O:7].[C:21](=O)(O)[O-].[Na+]. Product: [N+:6]([C:9]1[CH:17]=[C:16]2[C:12]([CH:13]=[C:14]([C:18]([O:20][CH3:21])=[O:19])[NH:15]2)=[CH:11][CH:10]=1)([O-:8])=[O:7]. The catalyst class is: 5. (4) Reactant: [O:1]1[C:5]([C:6]2[CH:11]=[CH:10][C:9]([NH:12][NH2:13])=[CH:8][CH:7]=2)=[CH:4][N:3]=[CH:2]1.O=[CH:15][C:16]1[CH:24]=[CH:23][C:21]([OH:22])=[C:18]([O:19][CH3:20])[CH:17]=1. Product: [O:1]1[C:5]([C:6]2[CH:7]=[CH:8][C:9]([NH:12][N:13]=[CH:15][C:16]3[CH:24]=[CH:23][C:21]([OH:22])=[C:18]([O:19][CH3:20])[CH:17]=3)=[CH:10][CH:11]=2)=[CH:4][N:3]=[CH:2]1. The catalyst class is: 8. (5) Reactant: Br[C:2]1[CH:3]=[CH:4][C:5]([F:20])=[C:6]([C:8]([NH:12][C:13](=[O:19])[O:14][C:15]([CH3:18])([CH3:17])[CH3:16])([CH3:11])[CH2:9][OH:10])[CH:7]=1.[N-:21]=[N+]=[N-].[Na+].C([O-])([O-])=O.[Na+].[Na+].CNCCNC. Product: [NH2:21][C:2]1[CH:3]=[CH:4][C:5]([F:20])=[C:6]([C@:8]([NH:12][C:13](=[O:19])[O:14][C:15]([CH3:18])([CH3:17])[CH3:16])([CH3:11])[CH2:9][OH:10])[CH:7]=1. The catalyst class is: 419. (6) Reactant: C([BH-](C(CC)C)C(CC)C)(CC)C.[Na+].[C:15]([O:19][C:20](=[O:32])[NH:21][C@H:22]([CH2:30]I)[CH2:23][C:24]1[CH:29]=[CH:28][CH:27]=[CH:26][CH:25]=1)([CH3:18])([CH3:17])[CH3:16].O. Product: [C:15]([O:19][C:20](=[O:32])[NH:21][C@H:22]([CH3:30])[CH2:23][C:24]1[CH:25]=[CH:26][CH:27]=[CH:28][CH:29]=1)([CH3:18])([CH3:16])[CH3:17]. The catalyst class is: 7. (7) The catalyst class is: 117. Reactant: Br[C:2]1[CH:3]=[CH:4][C:5]2[S:9](=[O:11])(=[O:10])[N:8]([CH:12]3[CH2:17][CH2:16][NH:15][C:14](=[O:18])[CH2:13]3)[CH:7]([CH3:19])[C:6]=2[CH:20]=1.[F:21][C:22]1[CH:30]=[C:29]2[C:25]([C:26](B3OC(C)(C)C(C)(C)O3)=[CH:27][N:28]2[C:31]([O:33][C:34]([CH3:37])([CH3:36])[CH3:35])=[O:32])=[CH:24][CH:23]=1.C([O-])([O-])=O.[Cs+].[Cs+]. Product: [F:21][C:22]1[CH:30]=[C:29]2[C:25]([C:26]([C:2]3[CH:3]=[CH:4][C:5]4[S:9](=[O:11])(=[O:10])[N:8]([CH:12]5[CH2:17][CH2:16][NH:15][C:14](=[O:18])[CH2:13]5)[CH:7]([CH3:19])[C:6]=4[CH:20]=3)=[CH:27][N:28]2[C:31]([O:33][C:34]([CH3:37])([CH3:36])[CH3:35])=[O:32])=[CH:24][CH:23]=1. (8) Reactant: Cl[C:2]1[C:11]2[N:12]=[C:13]([CH2:29][CH2:30][CH3:31])[N:14]([CH2:15][CH2:16][C:17]3[O:21][N:20]=[C:19]([C:22]4[CH:27]=[CH:26][C:25]([F:28])=[CH:24][CH:23]=4)[CH:18]=3)[C:10]=2[C:9]2[CH:8]=[CH:7][CH:6]=[CH:5][C:4]=2[N:3]=1.[NH3:32]. Product: [F:28][C:25]1[CH:26]=[CH:27][C:22]([C:19]2[CH:18]=[C:17]([CH2:16][CH2:15][N:14]3[C:10]4[C:9]5[CH:8]=[CH:7][CH:6]=[CH:5][C:4]=5[N:3]=[C:2]([NH2:32])[C:11]=4[N:12]=[C:13]3[CH2:29][CH2:30][CH3:31])[O:21][N:20]=2)=[CH:23][CH:24]=1. The catalyst class is: 5. (9) Reactant: Cl.Cl.[O:3]1[C:11]2[CH:10]=[CH:9][N:8]=[CH:7][C:6]=2[C:5]([N:12]2[CH2:17][CH2:16][N:15]([CH2:18][CH2:19][C@H:20]3[CH2:25][CH2:24][C@H:23]([NH2:26])[CH2:22][CH2:21]3)[CH2:14][CH2:13]2)=[N:4]1.[CH3:27][C:28](O)=[O:29].CCN(C(C)C)C(C)C.CN(C(ON1N=NC2C=CC=CC1=2)=[N+](C)C)C.[B-](F)(F)(F)F. Product: [O:3]1[C:11]2[CH:10]=[CH:9][N:8]=[CH:7][C:6]=2[C:5]([N:12]2[CH2:13][CH2:14][N:15]([CH2:18][CH2:19][C@H:20]3[CH2:25][CH2:24][C@H:23]([NH:26][C:28](=[O:29])[CH3:27])[CH2:22][CH2:21]3)[CH2:16][CH2:17]2)=[N:4]1. The catalyst class is: 12. (10) Reactant: [OH-].[Na+].[C:3]([C:6]1[CH:11]=[CH:10][C:9]([NH:12][C:13]([C:15]2[C:16]([C:21]3[CH:26]=[CH:25][C:24]([C:27]([F:30])([F:29])[F:28])=[CH:23][CH:22]=3)=[CH:17][CH:18]=[CH:19][CH:20]=2)=[O:14])=[CH:8][CH:7]=1)(=[O:5])[CH3:4].[N:31]1[CH:36]=[CH:35][CH:34]=[CH:33][C:32]=1[CH:37]=O.Cl. Product: [N:31]1[CH:36]=[CH:35][CH:34]=[CH:33][C:32]=1/[CH:37]=[CH:4]/[C:3]([C:6]1[CH:7]=[CH:8][C:9]([NH:12][C:13]([C:15]2[C:16]([C:21]3[CH:22]=[CH:23][C:24]([C:27]([F:28])([F:29])[F:30])=[CH:25][CH:26]=3)=[CH:17][CH:18]=[CH:19][CH:20]=2)=[O:14])=[CH:10][CH:11]=1)=[O:5]. The catalyst class is: 815.